This data is from hERG Central: cardiac toxicity at 1µM, 10µM, and general inhibition. The task is: Predict hERG channel inhibition at various concentrations. (1) The compound is CN(C)c1cc(NC(=O)CNC(C)(C)CC(C)(C)C)c2ccccc2n1.O=C(O)C(=O)O. Results: hERG_inhib (hERG inhibition (general)): blocker. (2) The drug is Cc1cc(NCc2ccccc2)nc2ccccc12. Results: hERG_inhib (hERG inhibition (general)): blocker. (3) The molecule is CCc1nc(NCC2CCCN2CC)c2nnn(Cc3ccccc3F)c2n1. Results: hERG_inhib (hERG inhibition (general)): blocker. (4) The drug is Cc1cc(Cl)c(S(=O)(=O)N2CCN(c3ccccn3)CC2)cc1OCC(=O)NC1CCCCC1. Results: hERG_inhib (hERG inhibition (general)): blocker. (5) The drug is CCCN1C2CCCC1CC(NC(=O)c1ccc(F)cc1)C2. Results: hERG_inhib (hERG inhibition (general)): blocker.